Dataset: Full USPTO retrosynthesis dataset with 1.9M reactions from patents (1976-2016). Task: Predict the reactants needed to synthesize the given product. Given the product [CH3:37][S:38]([N:10]1[CH2:11][C:5]2[C:4]([N+:15]([O-:17])=[O:16])=[C:3]([O:2][CH3:1])[CH:14]=[CH:13][C:6]=2[NH:7][C:8](=[O:12])[CH2:9]1)(=[O:40])=[O:39], predict the reactants needed to synthesize it. The reactants are: [CH3:1][O:2][C:3]1[CH:14]=[CH:13][C:6]2[NH:7][C:8](=[O:12])[CH2:9][NH:10][CH2:11][C:5]=2[C:4]=1[N+:15]([O-:17])=[O:16].CN(C)C1C2C(=CC=CC=2N(C)C)C=CC=1.C(#N)C.[CH3:37][S:38](O[S:38]([CH3:37])(=[O:40])=[O:39])(=[O:40])=[O:39].Cl.